Regression. Given two drug SMILES strings and cell line genomic features, predict the synergy score measuring deviation from expected non-interaction effect. From a dataset of NCI-60 drug combinations with 297,098 pairs across 59 cell lines. Synergy scores: CSS=12.8, Synergy_ZIP=-5.21, Synergy_Bliss=-2.54, Synergy_Loewe=6.37, Synergy_HSA=0.635. Cell line: SK-MEL-5. Drug 1: COC1=NC(=NC2=C1N=CN2C3C(C(C(O3)CO)O)O)N. Drug 2: C1C(C(OC1N2C=NC(=NC2=O)N)CO)O.